Dataset: Forward reaction prediction with 1.9M reactions from USPTO patents (1976-2016). Task: Predict the product of the given reaction. (1) Given the reactants Cl.[CH3:2][O:3][C:4]1[CH:5]=[C:6]([CH:11]=[CH:12][C:13]=1[C:14]1[O:18][C:17]([CH3:19])=[N:16][CH:15]=1)[C:7]([NH:9][NH2:10])=[O:8].ClCCCC([C:28]1[CH:33]=[CH:32][C:31]([Cl:34])=[CH:30][C:29]=1[F:35])C(O)=O.C(N([CH2:41][CH3:42])CC)C.P(C#N)(O[CH2:49][CH3:50])(OCC)=O.[C:53](Cl)(Cl)(Cl)[Cl:54].C1(P(C2C=CC=CC=2)C2C=CC=CC=2)C=CC=CC=1, predict the reaction product. The product is: [Cl:54][CH2:53][CH2:49][CH2:50][CH:41]([C:42]1[O:8][C:7]([C:6]2[CH:11]=[CH:12][C:13]([C:14]3[O:18][C:17]([CH3:19])=[N:16][CH:15]=3)=[C:4]([O:3][CH3:2])[CH:5]=2)=[N:9][N:10]=1)[C:32]1[CH:33]=[CH:28][C:29]([F:35])=[CH:30][C:31]=1[Cl:34]. (2) Given the reactants Br[C:2]1[N:7]=[C:6]([N:8]2[CH2:14][C:13]([O:16][CH3:17])([CH3:15])[CH2:12][N:11]([C:18]([O:20][C:21]([CH3:24])([CH3:23])[CH3:22])=[O:19])[CH2:10][CH2:9]2)[CH:5]=[CH:4][CH:3]=1.[Cl:25][C:26]1[N:31]=[CH:30][C:29]2[CH:32]=[N:33][NH:34][C:28]=2[CH:27]=1.CNCCNC.C([O-])([O-])=O.[K+].[K+], predict the reaction product. The product is: [Cl:25][C:26]1[N:31]=[CH:30][C:29]2[CH:32]=[N:33][N:34]([C:2]3[N:7]=[C:6]([N:8]4[CH2:14][C:13]([O:16][CH3:17])([CH3:15])[CH2:12][N:11]([C:18]([O:20][C:21]([CH3:24])([CH3:23])[CH3:22])=[O:19])[CH2:10][CH2:9]4)[CH:5]=[CH:4][CH:3]=3)[C:28]=2[CH:27]=1. (3) Given the reactants [OH:1][C:2]1[CH:11]=[C:10]2[C:5]([C:6]([O:12][C:13]3[CH:18]=[C:17]([CH3:19])[C:16]([CH3:20])=[CH:15][C:14]=3[C:21](=[O:23])[CH3:22])=[CH:7][CH:8]=[N:9]2)=[CH:4][C:3]=1[O:24][CH3:25].Br[CH2:27][CH2:28][CH2:29][Cl:30].C(=O)([O-])[O-].[K+].[K+].O, predict the reaction product. The product is: [Cl:30][CH2:29][CH2:28][CH2:27][O:1][C:2]1[CH:11]=[C:10]2[C:5]([C:6]([O:12][C:13]3[CH:18]=[C:17]([CH3:19])[C:16]([CH3:20])=[CH:15][C:14]=3[C:21](=[O:23])[CH3:22])=[CH:7][CH:8]=[N:9]2)=[CH:4][C:3]=1[O:24][CH3:25].